Dataset: Full USPTO retrosynthesis dataset with 1.9M reactions from patents (1976-2016). Task: Predict the reactants needed to synthesize the given product. (1) Given the product [Cl:1][C:2]1[C:3]2[C:10]([C:11]3[CH:16]=[CH:15][C:14]([F:17])=[CH:13][CH:12]=3)=[C:9]([Cl:18])[S:8][C:4]=2[N:5]=[CH:6][N:7]=1, predict the reactants needed to synthesize it. The reactants are: [Cl:1][C:2]1[C:3]2[C:10]([C:11]3[CH:16]=[CH:15][C:14]([F:17])=[CH:13][CH:12]=3)=[CH:9][S:8][C:4]=2[N:5]=[CH:6][N:7]=1.[Cl:18]N1C(=O)CCC1=O. (2) The reactants are: [OH:1][CH:2]([C:23]1[CH:28]=[CH:27][C:26]([O:29][CH2:30][CH2:31][N:32]2[CH2:37][CH2:36][CH2:35][CH2:34][CH2:33]2)=[CH:25][CH:24]=1)[C:3]1[C:12]([C:13]2[C:18]([F:19])=[CH:17][C:16]([F:20])=[CH:15][C:14]=2F)=[CH:11][CH:10]=[C:9]2[C:4]=1[CH:5]=[CH:6][C:7]([OH:22])=[CH:8]2.CC(C)([O-])C.[K+]. Given the product [F:20][C:16]1[CH:15]=[C:14]2[C:13](=[C:18]([F:19])[CH:17]=1)[C:12]1[C:3](=[C:4]3[C:9](=[CH:10][CH:11]=1)[CH:8]=[C:7]([OH:22])[CH:6]=[CH:5]3)[CH:2]([C:23]1[CH:24]=[CH:25][C:26]([O:29][CH2:30][CH2:31][N:32]3[CH2:33][CH2:34][CH2:35][CH2:36][CH2:37]3)=[CH:27][CH:28]=1)[O:1]2, predict the reactants needed to synthesize it. (3) Given the product [CH3:23][C:13]1[S:14][C:15]([C:16]2[CH:17]=[C:18]([CH3:22])[CH:19]=[CH:20][CH:21]=2)=[C:11]([C:9]([N:8]2[CH2:7][C@H:6]3[C@H:4]([CH2:5]3)[C@H:3]2[CH2:2][NH:1][C:35]([C:27]2[C:28]3[O:33][CH2:32][O:31][CH2:30][C:29]=3[CH:34]=[C:25]([F:24])[CH:26]=2)=[O:36])=[O:10])[N:12]=1, predict the reactants needed to synthesize it. The reactants are: [NH2:1][CH2:2][C@H:3]1[N:8]([C:9]([C:11]2[N:12]=[C:13]([CH3:23])[S:14][C:15]=2[C:16]2[CH:17]=[C:18]([CH3:22])[CH:19]=[CH:20][CH:21]=2)=[O:10])[CH2:7][C@H:6]2[C@@H:4]1[CH2:5]2.[F:24][C:25]1[CH:26]=[C:27]([C:35](O)=[O:36])[C:28]2[O:33][CH2:32][O:31][CH2:30][C:29]=2[CH:34]=1. (4) Given the product [NH:8]1[CH2:9][CH2:10][CH:11]([O:14][C:35]2[CH:36]=[C:37]([NH:41][C:42](=[O:44])[CH3:43])[CH:38]=[CH:39][CH:40]=2)[CH2:12][CH2:13]1, predict the reactants needed to synthesize it. The reactants are: C(OC([N:8]1[CH2:13][CH2:12][CH:11]([OH:14])[CH2:10][CH2:9]1)=O)(C)(C)C.C1(P(C2C=CC=CC=2)C2C=CC=CC=2)C=CC=CC=1.O[C:35]1[CH:36]=[C:37]([NH:41][C:42](=[O:44])[CH3:43])[CH:38]=[CH:39][CH:40]=1.CCOC(/N=N/C(OCC)=O)=O. (5) Given the product [OH:15][C@H:12]1[CH2:13][CH2:14][N:10]([C:7]([CH:4]2[CH2:5][CH2:6][O:1][CH2:2][CH2:3]2)=[O:8])[CH2:11]1, predict the reactants needed to synthesize it. The reactants are: [O:1]1[CH2:6][CH2:5][CH:4]([C:7](Cl)=[O:8])[CH2:3][CH2:2]1.[NH:10]1[CH2:14][CH2:13][C@H:12]([OH:15])[CH2:11]1.CCN(CC)CC. (6) Given the product [CH3:1][O:2][C:3]([C:5]1[S:6][C:7]([C:30]2[CH:31]=[N:32][CH:33]=[CH:34][CH:35]=2)=[CH:8][C:9]=1[O:10][CH:11]([C:13]1[CH:18]=[CH:17][CH:16]=[CH:15][C:14]=1[Cl:19])[CH3:12])=[O:4], predict the reactants needed to synthesize it. The reactants are: [CH3:1][O:2][C:3]([C:5]1[S:6][C:7](B2OC(C)(C)C(C)(C)O2)=[CH:8][C:9]=1[O:10][CH:11]([C:13]1[CH:18]=[CH:17][CH:16]=[CH:15][C:14]=1[Cl:19])[CH3:12])=[O:4].Br[C:30]1[CH:31]=[N:32][CH:33]=[CH:34][CH:35]=1.C([O-])([O-])=O.[K+].[K+]. (7) Given the product [OH:1][C:2]1[C:3]([C:18](=[N:20][NH:21][C:22]([C:7]2[CH:12]=[CH:11][CH:10]=[CH:9][C:8]=2[C:34]([OH:36])=[O:35])=[O:23])[CH3:19])=[N:4][N:5]([CH3:17])[C:6]=1[C:7]1[CH:12]=[CH:11][C:10]([C:13]([F:15])([F:14])[F:16])=[CH:9][CH:8]=1, predict the reactants needed to synthesize it. The reactants are: [OH:1][C:2]1[C:3]([C:18](=[N:20][NH:21][C:22](C2C=CC(C(OC)=O)=CC=2)=[O:23])[CH3:19])=[N:4][N:5]([CH3:17])[C:6]=1[C:7]1[CH:12]=[CH:11][C:10]([C:13]([F:16])([F:15])[F:14])=[CH:9][CH:8]=1.[CH3:34][OH:35].[OH-:36].[Na+].Cl.